Dataset: NCI-60 drug combinations with 297,098 pairs across 59 cell lines. Task: Regression. Given two drug SMILES strings and cell line genomic features, predict the synergy score measuring deviation from expected non-interaction effect. (1) Cell line: SR. Synergy scores: CSS=54.6, Synergy_ZIP=0.0743, Synergy_Bliss=-1.69, Synergy_Loewe=-57.5, Synergy_HSA=-2.84. Drug 2: B(C(CC(C)C)NC(=O)C(CC1=CC=CC=C1)NC(=O)C2=NC=CN=C2)(O)O. Drug 1: C1=CC=C(C(=C1)C(C2=CC=C(C=C2)Cl)C(Cl)Cl)Cl. (2) Drug 1: CCC(=C(C1=CC=CC=C1)C2=CC=C(C=C2)OCCN(C)C)C3=CC=CC=C3.C(C(=O)O)C(CC(=O)O)(C(=O)O)O. Drug 2: C1CC(=O)NC(=O)C1N2C(=O)C3=CC=CC=C3C2=O. Cell line: OVCAR3. Synergy scores: CSS=20.1, Synergy_ZIP=3.79, Synergy_Bliss=2.58, Synergy_Loewe=-29.6, Synergy_HSA=-1.73. (3) Drug 1: CC1=C2C(C(=O)C3(C(CC4C(C3C(C(C2(C)C)(CC1OC(=O)C(C(C5=CC=CC=C5)NC(=O)C6=CC=CC=C6)O)O)OC(=O)C7=CC=CC=C7)(CO4)OC(=O)C)O)C)OC(=O)C. Drug 2: CC1C(C(CC(O1)OC2CC(CC3=C2C(=C4C(=C3O)C(=O)C5=CC=CC=C5C4=O)O)(C(=O)C)O)N)O. Cell line: UACC62. Synergy scores: CSS=67.3, Synergy_ZIP=-6.64, Synergy_Bliss=-5.30, Synergy_Loewe=-1.17, Synergy_HSA=0.762. (4) Drug 1: CCC(=C(C1=CC=CC=C1)C2=CC=C(C=C2)OCCN(C)C)C3=CC=CC=C3.C(C(=O)O)C(CC(=O)O)(C(=O)O)O. Drug 2: CC1CCC2CC(C(=CC=CC=CC(CC(C(=O)C(C(C(=CC(C(=O)CC(OC(=O)C3CCCCN3C(=O)C(=O)C1(O2)O)C(C)CC4CCC(C(C4)OC)OCCO)C)C)O)OC)C)C)C)OC. Cell line: LOX IMVI. Synergy scores: CSS=3.96, Synergy_ZIP=2.06, Synergy_Bliss=5.68, Synergy_Loewe=3.78, Synergy_HSA=0.857.